From a dataset of Forward reaction prediction with 1.9M reactions from USPTO patents (1976-2016). Predict the product of the given reaction. (1) Given the reactants O[C:2]1([OH:14])[C:10]([O:12][CH3:13])(O)[CH:9]=[CH:8][C:4]([CH2:5][CH2:6][NH2:7])=[CH:3]1.[CH:15]1[N:20]=[C:19](Cl)[C:18]2[N:22]=[CH:23][N:24]([C@@H:25]3[O:29][C@H:28]([CH2:30][OH:31])[C@@H:27]([OH:32])[C@H:26]3[OH:33])[C:17]=2[N:16]=1.C(N(CC)CC)C, predict the reaction product. The product is: [OH:14][C:2]1[CH:3]=[C:4]([CH2:5][CH2:6][NH:7][C:19]2[C:18]3[N:22]=[CH:23][N:24]([C:17]=3[N:16]=[CH:15][N:20]=2)[C@@H:25]2[O:29][C@H:28]([CH2:30][OH:31])[C@@H:27]([OH:32])[C@H:26]2[OH:33])[CH:8]=[CH:9][C:10]=1[O:12][CH3:13]. (2) Given the reactants C([N:8]1[C:13]([C:14]2[CH:19]=[CH:18][C:17]([N:20]([CH3:22])[CH3:21])=[CH:16][CH:15]=2)=[C:12]([CH2:23][CH3:24])[C:11]([O:25][CH3:26])=[C:10]([C:27]([OH:29])=[O:28])[C:9]1=[O:30])C1C=CC=CC=1, predict the reaction product. The product is: [CH3:21][N:20]([CH3:22])[C:17]1[CH:16]=[CH:15][C:14]([C:13]2[NH:8][C:9](=[O:30])[C:10]([C:27]([OH:29])=[O:28])=[C:11]([O:25][CH3:26])[C:12]=2[CH2:23][CH3:24])=[CH:19][CH:18]=1. (3) Given the reactants [CH3:1][O:2][C:3](=[O:35])[C:4]([NH:7][C:8](=[O:34])[C@@H:9]([NH:26][C:27]([O:29][C:30]([CH3:33])([CH3:32])[CH3:31])=[O:28])[CH2:10][C:11]1[CH:16]=[CH:15][C:14]([O:17][CH2:18][C:19]2[CH:24]=[CH:23][CH:22]=[CH:21][CH:20]=2)=[C:13]([OH:25])[CH:12]=1)([CH3:6])[CH3:5].[CH2:36]([N:38]=[C:39]=[O:40])[CH3:37], predict the reaction product. The product is: [CH3:1][O:2][C:3](=[O:35])[C:4]([NH:7][C:8](=[O:34])[C@@H:9]([NH:26][C:27]([O:29][C:30]([CH3:33])([CH3:32])[CH3:31])=[O:28])[CH2:10][C:11]1[CH:16]=[CH:15][C:14]([O:17][CH2:18][C:19]2[CH:24]=[CH:23][CH:22]=[CH:21][CH:20]=2)=[C:13]([O:25][C:39](=[O:40])[NH:38][CH2:36][CH3:37])[CH:12]=1)([CH3:6])[CH3:5]. (4) Given the reactants [H-].[Na+].[CH3:3][O:4][C:5](=[O:26])[C:6]1[CH:11]=[C:10]([CH3:12])[C:9](Br)=[C:8]([S:14]([CH2:17][C:18]2[CH:23]=[CH:22][CH:21]=[C:20]([Cl:24])[C:19]=2[NH2:25])(=[O:16])=[O:15])[CH:7]=1, predict the reaction product. The product is: [CH3:3][O:4][C:5]([C:6]1[CH:11]=[C:10]([CH3:12])[C:9]2[NH:25][C:19]3[C:20]([Cl:24])=[CH:21][CH:22]=[CH:23][C:18]=3[CH2:17][S:14](=[O:16])(=[O:15])[C:8]=2[CH:7]=1)=[O:26]. (5) The product is: [Br:1][C:2]1[CH:7]=[CH:6][C:5]([O:8][Si:23]([C:26]([CH3:29])([CH3:28])[CH3:27])([CH3:25])[CH3:24])=[C:4]([C:9]2([CH3:15])[CH2:14][CH2:13][CH2:12][CH2:11][CH2:10]2)[CH:3]=1. Given the reactants [Br:1][C:2]1[CH:7]=[CH:6][C:5]([OH:8])=[C:4]([C:9]2([CH3:15])[CH2:14][CH2:13][CH2:12][CH2:11][CH2:10]2)[CH:3]=1.C(N(CC)CC)C.[Si:23](Cl)([C:26]([CH3:29])([CH3:28])[CH3:27])([CH3:25])[CH3:24].O, predict the reaction product. (6) Given the reactants [C:1]([N:8]1[CH2:12][CH2:11][C@@H:10](O)[CH2:9]1)([O:3][C:4]([CH3:7])([CH3:6])[CH3:5])=[O:2].C(Br)(Br)(Br)[Br:15].C1(P(C2C=CC=CC=2)C2C=CC=CC=2)C=CC=CC=1, predict the reaction product. The product is: [Br:15][C@H:10]1[CH2:11][CH2:12][N:8]([C:1]([O:3][C:4]([CH3:7])([CH3:6])[CH3:5])=[O:2])[CH2:9]1. (7) Given the reactants [F:1][C:2]1[CH:3]=[C:4]([CH:18]=[CH:19][C:20]=1[CH3:21])[O:5][C:6]1[CH:7]=[CH:8][C:9]2[N:13]=[C:12]([CH2:14][OH:15])[N:11]([CH3:16])[C:10]=2[CH:17]=1.O[C:23]1[CH:24]=[C:25]([CH:30]=[CH:31][CH:32]=1)[C:26]([O:28][CH3:29])=[O:27].C(P(CCCC)CCCC)CCC.N(C(N1CCCCC1)=O)=NC(N1CCCCC1)=O, predict the reaction product. The product is: [F:1][C:2]1[CH:3]=[C:4]([CH:18]=[CH:19][C:20]=1[CH3:21])[O:5][C:6]1[CH:7]=[CH:8][C:9]2[N:13]=[C:12]([CH2:14][O:15][C:23]3[CH:24]=[C:25]([CH:30]=[CH:31][CH:32]=3)[C:26]([O:28][CH3:29])=[O:27])[N:11]([CH3:16])[C:10]=2[CH:17]=1. (8) Given the reactants [C:1]1([OH:7])[CH:6]=[CH:5][CH:4]=[CH:3][CH:2]=1.Cl[C:9]1[CH:18]=[CH:17][C:16]([N+:19]([O-:21])=[O:20])=[C:15]2[C:10]=1[CH:11]=[CH:12][CH:13]=[N:14]2.[H-].[Na+], predict the reaction product. The product is: [N+:19]([C:16]1[CH:17]=[CH:18][C:9]([O:7][C:1]2[CH:6]=[CH:5][CH:4]=[CH:3][CH:2]=2)=[C:10]2[C:15]=1[N:14]=[CH:13][CH:12]=[CH:11]2)([O-:21])=[O:20]. (9) Given the reactants [CH3:1][C:2]1[C:31]([CH3:32])=[CH:30][CH:29]=[CH:28][C:3]=1[O:4][CH2:5][CH2:6][CH2:7][C:8]([N:10]1[C:19]2[C:14](=[C:15](C3C=CC(CO)=CC=3)[CH:16]=[CH:17][CH:18]=2)[CH2:13][CH2:12][CH2:11]1)=[O:9].OCC1C=CC(B(O)O)=CC=1.[CH3:44][S:45][C:46]1[N:51]=[C:50]([CH2:52][N:53]2[CH:57]=[C:56](B3OC(C)(C)C(C)(C)O3)[CH:55]=[N:54]2)[CH:49]=[CH:48][N:47]=1, predict the reaction product. The product is: [CH3:1][C:2]1[C:31]([CH3:32])=[CH:30][CH:29]=[CH:28][C:3]=1[O:4][CH2:5][CH2:6][CH2:7][C:8]([N:10]1[C:19]2[C:14](=[C:15]([C:56]3[CH:55]=[N:54][N:53]([CH2:52][C:50]4[CH:49]=[CH:48][N:47]=[C:46]([S:45][CH3:44])[N:51]=4)[CH:57]=3)[CH:16]=[CH:17][CH:18]=2)[CH2:13][CH2:12][CH2:11]1)=[O:9]. (10) Given the reactants [C:1]([NH:9][CH2:10][C@H:11]([OH:14])[CH2:12][OH:13])(=[O:8])[C:2]1[CH:7]=[CH:6][CH:5]=[CH:4][CH:3]=1.[S:15](Cl)(Cl)=[O:16].C(N(CC)CC)C.Cl, predict the reaction product. The product is: [C:1]([NH:9][CH2:10][CH:11]1[CH2:12][O:13][S:15](=[O:16])[O:14]1)(=[O:8])[C:2]1[CH:7]=[CH:6][CH:5]=[CH:4][CH:3]=1.